Dataset: Experimentally validated miRNA-target interactions with 360,000+ pairs, plus equal number of negative samples. Task: Binary Classification. Given a miRNA mature sequence and a target amino acid sequence, predict their likelihood of interaction. The protein sequence of the target gene is MACLMAAFSVGTAMNASSYSAEMTEPKSVCVSVDEVVSSNMEATETDLLNGHLKKVDNNLTEAQRFSSLPRRAAVNIEFRDLSYSVPEGPWWRKKGYKTLLKGISGKFNSGELVAIMGPSGAGKSTLMNILAGYRETGMKGAVLINGLPRDLRCFRKVSCYIMQDDMLLPHLTVQEAMMVSAHLKLQEKDEGRREMVKEILTALGLLSCANTRTGSLSGGQRKRLAIALELVNNPPVMFFDEPTSGLDSASCFQVVSLMKGLAQGGRSIICTIHQPSAKLFELFDQLYVLSQGQCVYRGK.... Result: 1 (interaction). The miRNA is hsa-miR-129-5p with sequence CUUUUUGCGGUCUGGGCUUGC.